Dataset: Catalyst prediction with 721,799 reactions and 888 catalyst types from USPTO. Task: Predict which catalyst facilitates the given reaction. (1) Reactant: [CH3:1][CH2:2][O:3][C:4]([CH2:6][C:7]([CH2:9][C:10]([O:12][CH2:13][CH3:14])=[O:11])=[O:8])=[O:5].ClCCl.[CH2:18](O)[CH2:19][OH:20].B(F)(F)F.CCOCC. Product: [O:8]1[CH2:18][CH2:19][O:20][C:7]1([CH2:6][C:4]([O:3][CH2:2][CH3:1])=[O:5])[CH2:9][C:10]([O:12][CH2:13][CH3:14])=[O:11]. The catalyst class is: 6. (2) Reactant: [F:1][C:2]1[CH:7]=[CH:6][C:5]([CH:8]2[CH2:13][CH2:12][N:11](C(OCC[Si](C)(C)C)=O)[CH2:10][CH:9]2[O:23][CH2:24][C:25]2[CH:34]=[C:33]([O:35][CH2:36][C:37]3[CH:42]=[CH:41][CH:40]=[CH:39][C:38]=3[O:43][CH2:44][O:45][CH2:46][CH2:47][Si:48]([CH3:51])([CH3:50])[CH3:49])[C:32]3[C:27](=[CH:28][CH:29]=[CH:30][CH:31]=3)[CH:26]=2)=[CH:4][CH:3]=1.C(=O)(OCC[Si](C)(C)C)N.[F-].C([N+](CCCC)(CCCC)CCCC)CCC. Product: [F:1][C:2]1[CH:7]=[CH:6][C:5]([CH:8]2[CH2:13][CH2:12][NH:11][CH2:10][CH:9]2[O:23][CH2:24][C:25]2[CH:34]=[C:33]([O:35][CH2:36][C:37]3[CH:42]=[CH:41][CH:40]=[CH:39][C:38]=3[O:43][CH2:44][O:45][CH2:46][CH2:47][Si:48]([CH3:51])([CH3:50])[CH3:49])[C:32]3[C:27](=[CH:28][CH:29]=[CH:30][CH:31]=3)[CH:26]=2)=[CH:4][CH:3]=1. The catalyst class is: 7. (3) Reactant: [Br:1][C:2]1[CH:3]=[C:4]([CH:8]=[O:9])[S:5][C:6]=1Br.C(=O)([O-])[O-].[K+].[K+].[F:16][C:17]1[CH:18]=[C:19]([SH:23])[CH:20]=[CH:21][CH:22]=1.O. Product: [Br:1][C:2]1[CH:3]=[C:4]([CH:8]=[O:9])[S:5][C:6]=1[S:23][C:19]1[CH:20]=[CH:21][CH:22]=[C:17]([F:16])[CH:18]=1. The catalyst class is: 9. (4) Reactant: [F:1][CH2:2][CH2:3][N:4]1[C:8]([NH:9]C=O)=[CH:7][CH:6]=[N:5]1.Cl. Product: [F:1][CH2:2][CH2:3][N:4]1[C:8]([NH2:9])=[CH:7][CH:6]=[N:5]1. The catalyst class is: 5. (5) Reactant: [OH:1][C:2]1[CH:11]=[CH:10][C:9]2[C:4](=[CH:5][CH:6]=[CH:7][C:8]=2[NH:12][C:13](=[O:19])[O:14][C:15]([CH3:18])([CH3:17])[CH3:16])[CH:3]=1.C1C=CC(N([S:27]([C:30]([F:33])([F:32])[F:31])(=[O:29])=[O:28])[S:27]([C:30]([F:33])([F:32])[F:31])(=[O:29])=[O:28])=CC=1.CCOC(C)=O. Product: [F:31][C:30]([F:33])([F:32])[S:27]([O:1][C:2]1[CH:11]=[CH:10][C:9]2[C:4](=[CH:5][CH:6]=[CH:7][C:8]=2[NH:12][C:13]([O:14][C:15]([CH3:16])([CH3:18])[CH3:17])=[O:19])[CH:3]=1)(=[O:29])=[O:28]. The catalyst class is: 2.